From a dataset of Full USPTO retrosynthesis dataset with 1.9M reactions from patents (1976-2016). Predict the reactants needed to synthesize the given product. (1) Given the product [CH3:20][O:21][C:22]1[CH:27]=[CH:26][CH:25]=[C:24]([O:28][CH3:29])[C:23]=1[C:2]1[N:7]=[N:6][C:5]([N:8]([CH3:19])[CH:9]2[CH2:14][C:13]([CH3:16])([CH3:15])[NH:12][C:11]([CH3:18])([CH3:17])[CH2:10]2)=[CH:4][CH:3]=1, predict the reactants needed to synthesize it. The reactants are: Cl[C:2]1[N:7]=[N:6][C:5]([N:8]([CH3:19])[CH:9]2[CH2:14][C:13]([CH3:16])([CH3:15])[NH:12][C:11]([CH3:18])([CH3:17])[CH2:10]2)=[CH:4][CH:3]=1.[CH3:20][O:21][C:22]1[CH:27]=[CH:26][CH:25]=[C:24]([O:28][CH3:29])[C:23]=1B(O)O. (2) Given the product [C:1]1([C@H:7]([NH:9][CH2:10][C:11]([OH:13])=[O:12])[CH3:8])[CH:6]=[CH:5][CH:4]=[CH:3][CH:2]=1, predict the reactants needed to synthesize it. The reactants are: [C:1]1([C@H:7]([NH:9][CH2:10][C:11]([O:13]C)=[O:12])[CH3:8])[CH:6]=[CH:5][CH:4]=[CH:3][CH:2]=1.[OH-].[K+]. (3) The reactants are: [O:1]1[C:8]2[CH:7]=[C:6]([C:9]([OH:11])=[O:10])[NH:5][C:4]=2[CH:3]=[CH:2]1.[C:12]([O:15][CH:16](Cl)[CH:17]([CH3:19])[CH3:18])(=[O:14])[CH3:13]. Given the product [O:1]1[C:8]2[CH:7]=[C:6]([C:9]([O:11][CH:16]([O:15][C:12](=[O:14])[CH3:13])[CH:17]([CH3:19])[CH3:18])=[O:10])[NH:5][C:4]=2[CH:3]=[CH:2]1, predict the reactants needed to synthesize it. (4) Given the product [CH3:31][N:23]1[C:24]2[C:29](=[C:28]([CH3:30])[CH:27]=[CH:26][CH:25]=2)[C:21]([CH2:20][N:13]2[C:14]3[CH:19]=[CH:18][CH:17]=[CH:16][C:15]=3[N:11]([C:7]3[CH2:8][CH2:9][CH2:10][C:6]=3[C:4]([OH:5])=[O:3])[C:12]2=[O:32])=[CH:22]1, predict the reactants needed to synthesize it. The reactants are: C([O:3][C:4]([C:6]1[CH2:10][CH2:9][CH2:8][C:7]=1[N:11]1[C:15]2[CH:16]=[CH:17][CH:18]=[CH:19][C:14]=2[N:13]([CH2:20][C:21]2[C:29]3[C:24](=[CH:25][CH:26]=[CH:27][C:28]=3[CH3:30])[N:23]([CH3:31])[CH:22]=2)[C:12]1=[O:32])=[O:5])C.O.[OH-].[Li+].C(O)(=O)C. (5) The reactants are: C[O:2][C:3]([C:5]1[CH:13]=[C:12]2[C:8]([C:9]([C:29]#[N:30])=[C:10]([C:16]3[CH:21]=[CH:20][C:19]([NH:22][S:23]([CH2:26][CH2:27][CH3:28])(=[O:25])=[O:24])=[CH:18][CH:17]=3)[N:11]2[CH2:14][CH3:15])=[CH:7][CH:6]=1)=[O:4].NC1C=CC(C2N(CC)C3C(C=2C#N)=CC=C(C(OC)=O)C=3)=CC=1.[OH-].[K+].Cl. Given the product [C:29]([C:9]1[C:8]2[C:12](=[CH:13][C:5]([C:3]([OH:4])=[O:2])=[CH:6][CH:7]=2)[N:11]([CH2:14][CH3:15])[C:10]=1[C:16]1[CH:21]=[CH:20][C:19]([NH:22][S:23]([CH2:26][CH2:27][CH3:28])(=[O:24])=[O:25])=[CH:18][CH:17]=1)#[N:30], predict the reactants needed to synthesize it.